The task is: Regression. Given two drug SMILES strings and cell line genomic features, predict the synergy score measuring deviation from expected non-interaction effect.. This data is from NCI-60 drug combinations with 297,098 pairs across 59 cell lines. (1) Drug 1: CS(=O)(=O)C1=CC(=C(C=C1)C(=O)NC2=CC(=C(C=C2)Cl)C3=CC=CC=N3)Cl. Drug 2: C1=NC2=C(N=C(N=C2N1C3C(C(C(O3)CO)O)F)Cl)N. Cell line: MDA-MB-231. Synergy scores: CSS=25.3, Synergy_ZIP=0.882, Synergy_Bliss=-0.346, Synergy_Loewe=-8.98, Synergy_HSA=0.917. (2) Drug 1: CCCS(=O)(=O)NC1=C(C(=C(C=C1)F)C(=O)C2=CNC3=C2C=C(C=N3)C4=CC=C(C=C4)Cl)F. Drug 2: CC1=CC2C(CCC3(C2CCC3(C(=O)C)OC(=O)C)C)C4(C1=CC(=O)CC4)C. Cell line: HOP-62. Synergy scores: CSS=-14.8, Synergy_ZIP=2.13, Synergy_Bliss=-6.98, Synergy_Loewe=-15.8, Synergy_HSA=-12.8.